Dataset: Peptide-MHC class II binding affinity with 134,281 pairs from IEDB. Task: Regression. Given a peptide amino acid sequence and an MHC pseudo amino acid sequence, predict their binding affinity value. This is MHC class II binding data. (1) The peptide sequence is PEQIQLLKKAFDAFD. The MHC is HLA-DQA10501-DQB10201 with pseudo-sequence HLA-DQA10501-DQB10201. The binding affinity (normalized) is 0.100. (2) The peptide sequence is IDRRLLDECLHLLRT. The MHC is DRB1_0101 with pseudo-sequence DRB1_0101. The binding affinity (normalized) is 0.585. (3) The peptide sequence is TLSVTFIGAAPLILSY. The MHC is HLA-DQA10401-DQB10402 with pseudo-sequence HLA-DQA10401-DQB10402. The binding affinity (normalized) is 0.293. (4) The peptide sequence is IAIAFLSVSNNYEYI. The MHC is DRB3_0101 with pseudo-sequence DRB3_0101. The binding affinity (normalized) is 0.421. (5) The peptide sequence is SSKAATAKAPGLVPK. The MHC is DRB1_1302 with pseudo-sequence DRB1_1302. The binding affinity (normalized) is 0.225. (6) The peptide sequence is KAAVAAAASVPAADK. The MHC is HLA-DQA10501-DQB10301 with pseudo-sequence HLA-DQA10501-DQB10301. The binding affinity (normalized) is 0.902. (7) The peptide sequence is GSDPKKLVLNIKYTRPGDSL. The MHC is HLA-DPA10201-DPB10501 with pseudo-sequence HLA-DPA10201-DPB10501. The binding affinity (normalized) is 0.659.